Dataset: Forward reaction prediction with 1.9M reactions from USPTO patents (1976-2016). Task: Predict the product of the given reaction. (1) Given the reactants [C:1]([C:4]1[CH:13]=[CH:12][C:11]2[C:6](=[CH:7][CH:8]=[CH:9][CH:10]=2)[CH:5]=1)(=[O:3])[CH3:2].[F:14][C:15]([F:25])([F:24])[C:16]([F:23])([F:22])[C:17](OCC)=[O:18], predict the reaction product. The product is: [F:22][C:16]([F:23])([C:15]([F:25])([F:24])[F:14])[C:17](=[O:18])[CH2:2][C:1]([C:4]1[CH:13]=[CH:12][C:11]2[C:6](=[CH:7][CH:8]=[CH:9][CH:10]=2)[CH:5]=1)=[O:3]. (2) Given the reactants [CH2:1]([O:3][C:4]1[CH:9]=[CH:8][C:7]([N:10]2[CH:18]=[N:17][C:16]3[C:11]2=[N:12][C:13]([NH:19][C:20]2[CH:21]=[N:22][N:23]([CH2:25][CH2:26][CH2:27][CH:28]4[CH2:33][CH2:32][N:31](C(OC(C)(C)C)=O)[CH2:30][CH2:29]4)[CH:24]=2)=[N:14][CH:15]=3)=[CH:6][CH:5]=1)[CH3:2].[ClH:41], predict the reaction product. The product is: [ClH:41].[CH2:1]([O:3][C:4]1[CH:5]=[CH:6][C:7]([N:10]2[CH:18]=[N:17][C:16]3[C:11]2=[N:12][C:13]([NH:19][C:20]2[CH:21]=[N:22][N:23]([CH2:25][CH2:26][CH2:27][CH:28]4[CH2:33][CH2:32][NH:31][CH2:30][CH2:29]4)[CH:24]=2)=[N:14][CH:15]=3)=[CH:8][CH:9]=1)[CH3:2].